This data is from Forward reaction prediction with 1.9M reactions from USPTO patents (1976-2016). The task is: Predict the product of the given reaction. Given the reactants Cl[C:2]1[N:3]=[C:4]([O:29][CH3:30])[C:5]([N:8](COCCO[Si](C)(C)C)[S:9]([C:12]2[CH:17]=[CH:16][CH:15]=[C:14]([Cl:18])[C:13]=2[Cl:19])(=[O:11])=[O:10])=[N:6][CH:7]=1.[CH2:31]([OH:34])[CH:32]=[CH2:33].[H-].[Na+], predict the reaction product. The product is: [CH2:31]([O:34][C:2]1[N:3]=[C:4]([O:29][CH3:30])[C:5]([NH:8][S:9]([C:12]2[CH:17]=[CH:16][CH:15]=[C:14]([Cl:18])[C:13]=2[Cl:19])(=[O:10])=[O:11])=[N:6][CH:7]=1)[CH:32]=[CH2:33].